From a dataset of Catalyst prediction with 721,799 reactions and 888 catalyst types from USPTO. Predict which catalyst facilitates the given reaction. (1) Reactant: [NH2:1][C:2]1[N:7]=[C:6]([N:8]([CH3:15])[C:9]2[CH:14]=[CH:13][CH:12]=[CH:11][CH:10]=2)[N:5]=[C:4]([C:16]2[N:20]=[C:19]([C:21]3[N:26]=[CH:25][C:24]([C:27](=[O:29])[CH3:28])=[CH:23][CH:22]=3)[O:18][N:17]=2)[N:3]=1.NC1N=C(N(C)C2C=CC=CC=2)N=C(C2N=C(C3N=CC(C(O)C)=CC=3)ON=2)N=1.[BH4-].[Na+].CCOC(C)=O.O. Product: [NH2:1][C:2]1[N:7]=[C:6]([N:8]([CH3:15])[C:9]2[CH:14]=[CH:13][CH:12]=[CH:11][CH:10]=2)[N:5]=[C:4]([C:16]2[N:20]=[C:19]([C:21]3[N:26]=[CH:25][C:24]([CH:27]([OH:29])[CH3:28])=[CH:23][CH:22]=3)[O:18][N:17]=2)[N:3]=1. The catalyst class is: 1. (2) Reactant: [N:1]1([CH2:10][C@@H:11]([CH3:36])[O:12][C:13]2[CH:14]=[C:15]([NH:32][C:33](=[O:35])[CH3:34])[CH:16]=[CH:17][C:18]=2[S:19](=[O:31])(=[O:30])[NH:20][CH:21]2[CH2:25][C:24](=[O:26])[O:23][CH:22]2[O:27]CC)[C:9]2[C:4](=[CH:5][CH:6]=[CH:7][CH:8]=2)[CH:3]=[N:2]1.[ClH:37]. Product: [ClH:37].[C:33]([NH:32][C:15]1[CH:16]=[CH:17][C:18]([S:19]([NH:20][CH:21]([CH:22]=[O:27])[CH2:25][C:24]([OH:26])=[O:23])(=[O:31])=[O:30])=[C:13]([O:12][C@H:11]([CH3:36])[CH2:10][N:1]2[C:9]3[C:4](=[CH:5][CH:6]=[CH:7][CH:8]=3)[CH:3]=[N:2]2)[CH:14]=1)(=[O:35])[CH3:34]. The catalyst class is: 10. (3) Reactant: [C:1]([O:5][C:6](=[O:29])[CH2:7][CH2:8][C:9]1[N:14]=[C:13]([CH2:15][CH:16]([NH:20][C:21]([O:23][C:24]([CH3:27])([CH3:26])[CH3:25])=[O:22])[C:17]([OH:19])=[O:18])[CH:12]=[CH:11][C:10]=1[F:28])([CH3:4])([CH3:3])[CH3:2].[Li+].[OH-].Cl. Product: [C:1]([O:5][C:6](=[O:29])/[CH:7]=[CH:8]/[C:9]1[N:14]=[C:13]([CH2:15][CH:16]([NH:20][C:21]([O:23][C:24]([CH3:27])([CH3:26])[CH3:25])=[O:22])[C:17]([OH:19])=[O:18])[CH:12]=[CH:11][C:10]=1[F:28])([CH3:4])([CH3:2])[CH3:3]. The catalyst class is: 249. (4) Reactant: C(OC(=O)[NH:7][C@H:8]([C:19]1[CH:24]=[CH:23][CH:22]=[CH:21][N:20]=1)[C:9]1[CH:14]=[CH:13][C:12]([C:15]([F:18])([F:17])[F:16])=[CH:11][CH:10]=1)(C)(C)C.[C:26]([OH:32])([C:28]([F:31])([F:30])[F:29])=[O:27]. Product: [F:29][C:28]([F:31])([F:30])[C:26]([OH:32])=[O:27].[F:29][C:28]([F:31])([F:30])[C:26]([OH:32])=[O:27].[N:20]1[CH:21]=[CH:22][CH:23]=[CH:24][C:19]=1[C@H:8]([C:9]1[CH:14]=[CH:13][C:12]([C:15]([F:16])([F:17])[F:18])=[CH:11][CH:10]=1)[NH2:7]. The catalyst class is: 2. (5) Reactant: C(O)(=O)C.[N:5]1[CH:10]=[N:9][CH:8]=[N:7][CH:6]=1.[CH2:11]([O:18][C:19]([N:21]1[CH:26]([CH3:27])[CH2:25][N:24]([CH2:28][C:29]2[CH:34]=C[C:32](C#N)=[C:31](N)[CH:30]=2)[C:23](=[O:38])[C@@H:22]1[CH3:39])=[O:20])[C:12]1[CH:17]=[CH:16][CH:15]=[CH:14][CH:13]=1.C(OCC)(=O)C. Product: [CH2:11]([O:18][C:19]([N:21]1[CH:26]([CH3:27])[CH2:25][N:24]([CH2:28][C:29]2[CH:34]=[C:6]3[C:32]([C:10]([NH2:5])=[N:9][CH:8]=[N:7]3)=[CH:31][CH:30]=2)[C:23](=[O:38])[C@@H:22]1[CH3:39])=[O:20])[C:12]1[CH:13]=[CH:14][CH:15]=[CH:16][CH:17]=1. The catalyst class is: 8.